From a dataset of Reaction yield outcomes from USPTO patents with 853,638 reactions. Predict the reaction yield, written as a fraction of the theoretical maximum amount of product (1.0 means a 100% yield; for example, 0.34 means a 34% yield). (1) The catalyst is CC([O-])=O.CC([O-])=O.[Pd+2].O1CCOCC1. The reactants are C1C=CC(P(C2C(C3C(P(C4C=CC=CC=4)C4C=CC=CC=4)=CC=C4C=3C=CC=C4)=C3C(C=CC=C3)=CC=2)C2C=CC=CC=2)=CC=1.C([O-])([O-])=O.[Cs+].[Cs+].FC(F)(F)S(O[C:59]1[CH:68]=[CH:67][C:66]2[C:61](=[CH:62][CH:63]=[CH:64][CH:65]=2)[C:60]=1[Cl:69])(=O)=O.[NH2:72][CH2:73][CH2:74][NH:75][C:76](=[O:82])[O:77][C:78]([CH3:81])([CH3:80])[CH3:79]. The product is [Cl:69][C:60]1[C:61]2[C:66](=[CH:65][CH:64]=[CH:63][CH:62]=2)[CH:67]=[CH:68][C:59]=1[NH:72][CH2:73][CH2:74][NH:75][C:76](=[O:82])[O:77][C:78]([CH3:80])([CH3:79])[CH3:81]. The yield is 0.480. (2) The reactants are [O:1]=[C:2]1[CH2:7][CH2:6][N:5]([C:8]([O:10][C:11]([CH3:14])([CH3:13])[CH3:12])=[O:9])[CH2:4][CH2:3]1.Cl[Si:16]([CH3:19])([CH3:18])[CH3:17].C(N(CC)CC)C. The catalyst is CN(C=O)C. The product is [CH3:17][Si:16]([CH3:19])([CH3:18])[O:1][C:2]1[CH2:7][CH2:6][N:5]([C:8]([O:10][C:11]([CH3:14])([CH3:13])[CH3:12])=[O:9])[CH2:4][CH:3]=1. The yield is 0.580.